Dataset: Reaction yield outcomes from USPTO patents with 853,638 reactions. Task: Predict the reaction yield, written as a fraction of the theoretical maximum amount of product (1.0 means a 100% yield; for example, 0.34 means a 34% yield). (1) The reactants are [S:1]1[CH:5]=[CH:4][CH:3]=[C:2]1[CH2:6][C:7]([OH:9])=O.C1C=NC2N(O)N=NC=2C=1.CCN(C(C)C)C(C)C.[CH3:29][O:30][C:31](=[O:48])[C:32]1[CH:37]=[CH:36][C:35]([NH:38][CH:39]2[CH2:44][CH2:43][CH2:42][CH2:41][CH:40]2[CH2:45][CH3:46])=[C:34]([NH2:47])[CH:33]=1. The catalyst is CN(C=O)C.O.C(Cl)CCl. The product is [CH3:29][O:30][C:31](=[O:48])[C:32]1[CH:37]=[CH:36][C:35]([NH:38][CH:39]2[CH2:44][CH2:43][CH2:42][CH2:41][CH:40]2[CH2:45][CH3:46])=[C:34]([NH:47][C:7](=[O:9])[CH2:6][C:2]2[S:1][CH:5]=[CH:4][CH:3]=2)[CH:33]=1. The yield is 0.970. (2) The reactants are [Cl:1][C:2]1[CH:10]=[C:6]([C:7]([OH:9])=O)[C:5]([OH:11])=[CH:4][CH:3]=1.[Cl:12][C:13]1[CH:19]=[CH:18][C:17]([C:20]([F:23])([F:22])[F:21])=[CH:16][C:14]=1[NH2:15]. No catalyst specified. The product is [Cl:1][C:2]1[CH:3]=[CH:4][C:5]([OH:11])=[C:6]([CH:10]=1)[C:7]([NH:15][C:14]1[CH:16]=[C:17]([C:20]([F:21])([F:22])[F:23])[CH:18]=[CH:19][C:13]=1[Cl:12])=[O:9]. The yield is 0.491. (3) The reactants are [NH:1]1[CH2:6][CH2:5][CH2:4][CH:3]([C:7]2[CH:12]=[CH:11][C:10]([C:13]3[O:14][C:15]4[C:21]([C:22]([NH2:24])=[O:23])=[CH:20][CH:19]=[CH:18][C:16]=4[N:17]=3)=[CH:9][CH:8]=2)[CH2:2]1.[CH:25](=O)[CH2:26][CH3:27].[BH4-].[Na+]. The catalyst is CO. The product is [CH2:25]([N:1]1[CH2:6][CH2:5][CH2:4][CH:3]([C:7]2[CH:12]=[CH:11][C:10]([C:13]3[O:14][C:15]4[C:21]([C:22]([NH2:24])=[O:23])=[CH:20][CH:19]=[CH:18][C:16]=4[N:17]=3)=[CH:9][CH:8]=2)[CH2:2]1)[CH2:26][CH3:27]. The yield is 0.230. (4) The reactants are [Br:1][C:2]1[CH:7]=[C:6]([NH2:8])[C:5]([NH2:9])=[C:4]([F:10])[CH:3]=1.Cl.[CH3:12][C:13](=O)CC(=O)C.C(=O)(O)[O-].[Na+]. The catalyst is C(O)C. The product is [Br:1][C:2]1[CH:3]=[C:4]([F:10])[C:5]2[N:9]=[C:12]([CH3:13])[NH:8][C:6]=2[CH:7]=1. The yield is 0.820.